This data is from Forward reaction prediction with 1.9M reactions from USPTO patents (1976-2016). The task is: Predict the product of the given reaction. (1) Given the reactants [CH2:1]([N:8]1[CH2:12][C@H:11]([C:13]2[CH:18]=[CH:17][C:16]([F:19])=[C:15]([F:20])[CH:14]=2)[C@@H:10]([C@@H:21]([OH:23])[CH3:22])[CH2:9]1)[C:2]1[CH:7]=[CH:6][CH:5]=[CH:4][CH:3]=1.[H-].[Na+].Cl[C:27]1[CH:34]=[CH:33][C:30]([C:31]#[N:32])=[CH:29][N:28]=1, predict the reaction product. The product is: [CH2:1]([N:8]1[CH2:12][C@H:11]([C:13]2[CH:18]=[CH:17][C:16]([F:19])=[C:15]([F:20])[CH:14]=2)[C@@H:10]([C@@H:21]([O:23][C:27]2[CH:34]=[CH:33][C:30]([C:31]#[N:32])=[CH:29][N:28]=2)[CH3:22])[CH2:9]1)[C:2]1[CH:3]=[CH:4][CH:5]=[CH:6][CH:7]=1. (2) Given the reactants [Br:1][C:2]1[C:11]([F:12])=[CH:10][C:5]([C:6](OC)=[O:7])=[C:4]([OH:13])[CH:3]=1, predict the reaction product. The product is: [Br:1][C:2]1[C:11]([F:12])=[CH:10][C:5]([CH2:6][OH:7])=[C:4]([OH:13])[CH:3]=1. (3) Given the reactants Br[C:2]1[CH:3]=[C:4]2[C:8](=[CH:9][CH:10]=1)[N:7]([CH2:11][C:12]1[CH:17]=[CH:16][C:15]([F:18])=[CH:14][CH:13]=1)[CH:6]=[CH:5]2.[C:19]1(B(O)O)[CH:24]=[CH:23][CH:22]=[CH:21][CH:20]=1, predict the reaction product. The product is: [F:18][C:15]1[CH:16]=[CH:17][C:12]([CH2:11][N:7]2[C:8]3[C:4](=[CH:3][C:2]([C:19]4[CH:24]=[CH:23][CH:22]=[CH:21][CH:20]=4)=[CH:10][CH:9]=3)[CH:5]=[CH:6]2)=[CH:13][CH:14]=1. (4) Given the reactants [CH3:1][O:2][C:3](=[O:31])[N:4]=[C:5]([S:29][CH3:30])[C:6]([C:20]1[CH:25]=[CH:24][C:23]([O:26][CH3:27])=[C:22]([OH:28])[CH:21]=1)=[N:7][C:8]1[CH:13]=[CH:12][C:11]([C:14]2[N:18]=[C:17]([CH3:19])[O:16][N:15]=2)=[CH:10][CH:9]=1.C(=O)([O-])[O-].[K+].[K+].I[CH2:39][CH3:40].O, predict the reaction product. The product is: [CH3:1][O:2][C:3](=[O:31])[N:4]=[C:5]([S:29][CH3:30])[C:6]([C:20]1[CH:25]=[CH:24][C:23]([O:26][CH3:27])=[C:22]([O:28][CH2:39][CH3:40])[CH:21]=1)=[N:7][C:8]1[CH:13]=[CH:12][C:11]([C:14]2[N:18]=[C:17]([CH3:19])[O:16][N:15]=2)=[CH:10][CH:9]=1. (5) The product is: [Cl:1][C:2]1[C:3]([F:19])=[CH:4][C:5]([N:14]2[CH:18]=[N:17][N:16]=[N:15]2)=[C:6](/[CH:8]=[CH:9]/[C:10]([OH:12])=[O:11])[CH:7]=1. Given the reactants [Cl:1][C:2]1[C:3]([F:19])=[CH:4][C:5]([N:14]2[CH:18]=[N:17][N:16]=[N:15]2)=[C:6](/[CH:8]=[CH:9]/[C:10]([O:12]C)=[O:11])[CH:7]=1.[OH-].[Na+], predict the reaction product.